Task: Predict the reaction yield, written as a fraction of the theoretical maximum amount of product (1.0 means a 100% yield; for example, 0.34 means a 34% yield).. Dataset: Reaction yield outcomes from USPTO patents with 853,638 reactions (1) The reactants are [OH:1][C:2]1[CH:10]=[CH:9][C:8]([OH:11])=[CH:7][C:3]=1[C:4]([OH:6])=[O:5].[CH3:12][NH:13][C@H:14]([CH2:16]/[CH:17]=[CH:18]/[C:19]1[CH:20]=[N:21][CH:22]=[C:23]([O:25][CH3:26])[CH:24]=1)[CH3:15].C(OCC)(=O)C. The catalyst is C(O)C. The product is [OH:1][C:2]1[CH:10]=[CH:9][C:8]([OH:11])=[CH:7][C:3]=1[C:4]([OH:6])=[O:5].[CH3:12][NH:13][C@H:14]([CH2:16]/[CH:17]=[CH:18]/[C:19]1[CH:20]=[N:21][CH:22]=[C:23]([O:25][CH3:26])[CH:24]=1)[CH3:15]. The yield is 0.910. (2) The reactants are Br[C:2]1[CH:7]=[CH:6][C:5]([C:8]([F:11])([F:10])[F:9])=[CH:4][N:3]=1.[CH3:12][C@H:13]1[CH2:18][NH:17][CH2:16][CH2:15][NH:14]1.C(N(CC)CC)C. The catalyst is C1(C)C=CC=CC=1.C(OCC)(=O)C. The product is [CH3:12][C@@H:13]1[NH:14][CH2:15][CH2:16][N:17]([C:2]2[CH:7]=[CH:6][C:5]([C:8]([F:11])([F:10])[F:9])=[CH:4][N:3]=2)[CH2:18]1. The yield is 0.810. (3) The reactants are [Cl:1][C:2]1[CH:7]=[CH:6][C:5]([C:8]2(O)[C:20]3[CH:19]=[C:18]([O:21][CH2:22][CH:23]4[CH2:28][CH:27]([O:29][CH2:30][CH2:31][CH2:32][CH2:33][CH2:34][CH2:35][CH2:36][CH2:37][CH2:38][CH2:39][CH2:40][CH2:41][CH2:42][CH2:43][CH2:44][CH2:45][CH2:46][CH3:47])[CH:26]([O:48][CH2:49][CH2:50][CH2:51][CH2:52][CH2:53][CH2:54][CH2:55][CH2:56][CH2:57][CH2:58][CH2:59][CH2:60][CH2:61][CH2:62][CH2:63][CH2:64][CH2:65][CH3:66])[CH:25]([O:67][CH2:68][CH2:69][CH2:70][CH2:71][CH2:72][CH2:73][CH2:74][CH2:75][CH2:76][CH2:77][CH2:78][CH2:79][CH2:80][CH2:81][CH2:82][CH2:83][CH2:84][CH3:85])[CH2:24]4)[CH:17]=[CH:16][C:15]=3[C:14]3[C:9]2=[CH:10][CH:11]=[CH:12][CH:13]=3)=[CH:4][CH:3]=1.C([Br:90])(=O)C. The catalyst is C(Cl)(Cl)Cl. The product is [Cl:1][C:2]1[CH:7]=[CH:6][C:5]([C:8]2([Br:90])[C:20]3[CH:19]=[C:18]([O:21][CH2:22][CH:23]4[CH2:28][CH:27]([O:29][CH2:30][CH2:31][CH2:32][CH2:33][CH2:34][CH2:35][CH2:36][CH2:37][CH2:38][CH2:39][CH2:40][CH2:41][CH2:42][CH2:43][CH2:44][CH2:45][CH2:46][CH3:47])[CH:26]([O:48][CH2:49][CH2:50][CH2:51][CH2:52][CH2:53][CH2:54][CH2:55][CH2:56][CH2:57][CH2:58][CH2:59][CH2:60][CH2:61][CH2:62][CH2:63][CH2:64][CH2:65][CH3:66])[CH:25]([O:67][CH2:68][CH2:69][CH2:70][CH2:71][CH2:72][CH2:73][CH2:74][CH2:75][CH2:76][CH2:77][CH2:78][CH2:79][CH2:80][CH2:81][CH2:82][CH2:83][CH2:84][CH3:85])[CH2:24]4)[CH:17]=[CH:16][C:15]=3[C:14]3[C:9]2=[CH:10][CH:11]=[CH:12][CH:13]=3)=[CH:4][CH:3]=1. The yield is 0.980. (4) The reactants are [NH2:1][C:2]1[N:7]([C:8]2[C:13]([F:14])=[CH:12][C:11]([OH:15])=[CH:10][C:9]=2[F:16])[C:6](=[O:17])[CH:5]=[CH:4][C:3]=1[C:18](=[O:27])[C:19]1[CH:24]=[CH:23][C:22]([F:25])=[CH:21][C:20]=1[F:26].[C:28]([O:32][C:33](=[O:49])[C@@H:34]([NH:38][C:39]([O:41][CH2:42][C:43]1[CH:48]=[CH:47][CH:46]=[CH:45][CH:44]=1)=[O:40])[CH2:35][CH2:36]Br)([CH3:31])([CH3:30])[CH3:29].[I-].[Na+].C(=O)([O-])[O-].[K+].[K+]. The catalyst is CC(C)=O.C(OCC)(=O)C.CCCCCCC. The product is [C:28]([O:32][C:33](=[O:49])[C@@H:34]([NH:38][C:39]([O:41][CH2:42][C:43]1[CH:44]=[CH:45][CH:46]=[CH:47][CH:48]=1)=[O:40])[CH2:35][CH2:36][O:15][C:11]1[CH:10]=[C:9]([F:16])[C:8]([N:7]2[C:2]([NH2:1])=[C:3]([C:18](=[O:27])[C:19]3[CH:24]=[CH:23][C:22]([F:25])=[CH:21][C:20]=3[F:26])[CH:4]=[CH:5][C:6]2=[O:17])=[C:13]([F:14])[CH:12]=1)([CH3:29])([CH3:30])[CH3:31]. The yield is 0.790. (5) The reactants are [H-].[Na+].[C:3]([C:5]1[CH:6]=[C:7]([CH2:11][C:12]([O:14][CH3:15])=[O:13])[CH:8]=[CH:9][CH:10]=1)#[N:4].O1CCC[CH2:17]1. No catalyst specified. The product is [C:3]([C:5]1[CH:6]=[C:7]([CH:11]([CH3:17])[C:12]([O:14][CH3:15])=[O:13])[CH:8]=[CH:9][CH:10]=1)#[N:4]. The yield is 0.480. (6) The reactants are [CH2:1]([O:8][C:9]1[CH:10]=[CH:11][C:12]([CH2:15][C:16]([NH:18][OH:19])=N)=[N:13][CH:14]=1)[C:2]1[CH:7]=[CH:6][CH:5]=[CH:4][CH:3]=1.Cl.N([O-])=O.[Na+].C(=O)([O-])O.[Na+].[C:30]([C:32]1[C:33]([NH2:39])=[N:34][C:35]([NH2:38])=[CH:36][CH:37]=1)#[CH:31].C(N(CC)CC)C. The catalyst is O.O1CCCC1. The product is [CH2:1]([O:8][C:9]1[CH:10]=[CH:11][C:12]([CH2:15][C:16]2[CH:31]=[C:30]([C:32]3[C:33]([NH2:39])=[N:34][C:35]([NH2:38])=[CH:36][CH:37]=3)[O:19][N:18]=2)=[N:13][CH:14]=1)[C:2]1[CH:7]=[CH:6][CH:5]=[CH:4][CH:3]=1. The yield is 0.0400.